Dataset: Forward reaction prediction with 1.9M reactions from USPTO patents (1976-2016). Task: Predict the product of the given reaction. The product is: [N:32]([CH2:31][CH:29]([OH:30])[CH2:28][N:25]1[C:18]2[N:19]=[C:20]([S:23][CH3:24])[N:21]=[CH:22][C:17]=2[CH:16]=[C:15]([C:3]2[CH:4]=[CH:5][C:6]([C:8]3[CH:13]=[N:12][CH:11]=[C:10]([CH3:14])[N:9]=3)=[CH:7][C:2]=2[Cl:1])[C:26]1=[O:27])=[N+:33]=[N-:34]. Given the reactants [Cl:1][C:2]1[CH:7]=[C:6]([C:8]2[CH:13]=[N:12][CH:11]=[C:10]([CH3:14])[N:9]=2)[CH:5]=[CH:4][C:3]=1[C:15]1[C:26](=[O:27])[N:25]([CH2:28][CH:29]2[CH2:31][O:30]2)[C:18]2[N:19]=[C:20]([S:23][CH3:24])[N:21]=[CH:22][C:17]=2[CH:16]=1.[N-:32]=[N+:33]=[N-:34].[Na+].[Cl-].[NH4+], predict the reaction product.